This data is from Catalyst prediction with 721,799 reactions and 888 catalyst types from USPTO. The task is: Predict which catalyst facilitates the given reaction. Reactant: [N:1]1([C:11]([C:13]2[CH:17]=[C:16]([CH:18]3[CH2:23][CH2:22][NH:21][CH2:20][CH2:19]3)[S:15][CH:14]=2)=[O:12])[C@@H:10]2[C@@H:5]([CH2:6][CH2:7][CH2:8][CH2:9]2)[CH2:4][CH2:3][CH2:2]1.CS(C)=O.C(=O)([O-])[O-].[Cs+].[Cs+].Cl[C:35]1[N:40]=[CH:39][CH:38]=[CH:37][N:36]=1. Product: [N:1]1([C:11]([C:13]2[CH:17]=[C:16]([CH:18]3[CH2:19][CH2:20][N:21]([C:35]4[N:40]=[CH:39][CH:38]=[CH:37][N:36]=4)[CH2:22][CH2:23]3)[S:15][CH:14]=2)=[O:12])[C@@H:10]2[C@@H:5]([CH2:6][CH2:7][CH2:8][CH2:9]2)[CH2:4][CH2:3][CH2:2]1. The catalyst class is: 23.